This data is from Reaction yield outcomes from USPTO patents with 853,638 reactions. The task is: Predict the reaction yield, written as a fraction of the theoretical maximum amount of product (1.0 means a 100% yield; for example, 0.34 means a 34% yield). (1) The reactants are [S:1]1[CH2:5][C:4](=[O:6])[NH:3][C:2]1=[O:7].[CH:8]([C:10]1[CH:11]=[C:12]([CH:18]=[CH:19][CH:20]=1)[O:13][CH2:14][C:15]([OH:17])=[O:16])=O.C([O-])(=O)C.[Na+]. The catalyst is C(O)(=O)C. The product is [O:7]=[C:2]1[NH:3][C:4](=[O:6])[C:5](=[CH:8][C:10]2[CH:11]=[C:12]([CH:18]=[CH:19][CH:20]=2)[O:13][CH2:14][C:15]([OH:17])=[O:16])[S:1]1. The yield is 0.560. (2) The reactants are Cl.[CH:2]([N:5]1[C:9]([C:10]2[N:19]=[C:18]3[N:12]([CH2:13][CH2:14][O:15][C:16]4[CH:23]=[C:22]([C@@H:24]5[CH2:29][CH2:28][NH:27][CH2:26][C@H:25]5[OH:30])[CH:21]=[CH:20][C:17]=43)[CH:11]=2)=[N:8][CH:7]=[N:6]1)([CH3:4])[CH3:3].Br[C:32]([CH3:38])([CH3:37])[C:33]([NH:35][CH3:36])=[O:34].[OH-].[Na+]. The catalyst is CCCC[N+](CCCC)(CCCC)CCCC.[Br-].C(Cl)Cl. The product is [OH:30][C@H:25]1[C@H:24]([C:22]2[CH:21]=[CH:20][C:17]3[C:18]4[N:12]([CH:11]=[C:10]([C:9]5[N:5]([CH:2]([CH3:4])[CH3:3])[N:6]=[CH:7][N:8]=5)[N:19]=4)[CH2:13][CH2:14][O:15][C:16]=3[CH:23]=2)[CH2:29][CH2:28][N:27]([C:32]([CH3:38])([CH3:37])[C:33]([NH:35][CH3:36])=[O:34])[CH2:26]1. The yield is 0.370.